This data is from Catalyst prediction with 721,799 reactions and 888 catalyst types from USPTO. The task is: Predict which catalyst facilitates the given reaction. (1) Reactant: Br[C:2]1[CH:3]=[CH:4][N:5]=[C:6]2[C:11]=1[N:10]=[C:9]([O:12][CH3:13])[CH:8]=[CH:7]2.[NH:14]1[CH2:19][CH2:18][NH:17][CH2:16][CH2:15]1. Product: [CH3:13][O:12][C:9]1[CH:8]=[CH:7][C:6]2[C:11](=[C:2]([N:14]3[CH2:19][CH2:18][NH:17][CH2:16][CH2:15]3)[CH:3]=[CH:4][N:5]=2)[N:10]=1. The catalyst class is: 709. (2) Reactant: [NH2:1][CH2:2][C:3]1[N:4]([C:18]2[CH:23]=[CH:22][C:21]([N:24]3[CH2:29][CH2:28][O:27][CH2:26][C:25]3=[O:30])=[C:20]([CH3:31])[CH:19]=2)[CH:5]=[C:6]([CH2:8][NH:9][C:10]([C:12]2[S:13][C:14]([Cl:17])=[CH:15][CH:16]=2)=[O:11])[N:7]=1.Cl[CH2:33][CH2:34][N:35]=[C:36]=[O:37].C(=O)([O-])[O-].[Cs+].[Cs+]. Product: [O:37]=[C:36]1[N:1]([CH2:2][C:3]2[N:4]([C:18]3[CH:23]=[CH:22][C:21]([N:24]4[CH2:29][CH2:28][O:27][CH2:26][C:25]4=[O:30])=[C:20]([CH3:31])[CH:19]=3)[CH:5]=[C:6]([CH2:8][NH:9][C:10]([C:12]3[S:13][C:14]([Cl:17])=[CH:15][CH:16]=3)=[O:11])[N:7]=2)[CH2:33][CH2:34][NH:35]1. The catalyst class is: 3. (3) Reactant: Cl[CH2:2][CH2:3][C:4]1[N:16]=[C:15]2[N:6]([C:7]([NH2:19])=[N:8][C:9]3[C:10]([O:17][CH3:18])=[CH:11][CH:12]=[CH:13][C:14]=32)[N:5]=1.FC1C=NC(N2[CH2:32][CH2:31][NH:30][CH2:29][CH2:28]2)=NC=1.[CH3:33]CN(C(C)C)C(C)C. Product: [CH3:18][O:17][C:10]1[C:9]2[N:8]=[C:7]([NH2:19])[N:6]3[N:5]=[C:4]([CH2:3][CH2:2][N:30]4[CH2:29][CH2:28][CH2:33][CH2:32][CH2:31]4)[N:16]=[C:15]3[C:14]=2[CH:13]=[CH:12][CH:11]=1. The catalyst class is: 85. (4) Reactant: [Cl:1][C:2]1[C:3]([O:32]C)=[C:4]([C:9](=O)[CH2:10][C:11]2[CH:16]=[C:15]([NH:17]C(=O)C(C)(C)C)[N:14]=[CH:13][C:12]=2[NH:24]C(=O)C(C)(C)C)[CH:5]=[C:6]([Cl:8])[CH:7]=1. Product: [ClH:1].[NH2:17][C:15]1[CH:16]=[C:11]2[CH:10]=[C:9]([C:4]3[CH:5]=[C:6]([Cl:8])[CH:7]=[C:2]([Cl:1])[C:3]=3[OH:32])[NH:24][C:12]2=[CH:13][N:14]=1. The catalyst class is: 201. (5) Reactant: [OH:1][C:2]1[CH:7]=[CH:6][C:5]([C:8]2[CH:13]=[CH:12][C:11]([CH3:14])=[CH:10][CH:9]=2)=[CH:4][CH:3]=1.C(=O)([O-])[O-].[K+].[K+].Br[CH2:22][CH2:23][CH2:24][Cl:25]. Product: [Cl:25][CH2:24][CH2:23][CH2:22][O:1][C:2]1[CH:3]=[CH:4][C:5]([C:8]2[CH:13]=[CH:12][C:11]([CH3:14])=[CH:10][CH:9]=2)=[CH:6][CH:7]=1. The catalyst class is: 9. (6) Reactant: C([O:8][C:9]1[CH:14]=[CH:13][C:12]([CH2:15][CH2:16][O:17][C@@H:18]2[CH2:23][CH2:22][CH2:21][CH2:20][C@H:19]2[N:24]2[CH2:28][CH2:27][C@@H:26]([OH:29])[CH2:25]2)=[CH:11][C:10]=1[O:30][CH3:31])C1C=CC=CC=1. Product: [OH:8][C:9]1[CH:14]=[CH:13][C:12]([CH2:15][CH2:16][O:17][C@@H:18]2[CH2:23][CH2:22][CH2:21][CH2:20][C@H:19]2[N:24]2[CH2:28][CH2:27][C@@H:26]([OH:29])[CH2:25]2)=[CH:11][C:10]=1[O:30][CH3:31]. The catalyst class is: 838.